This data is from Reaction yield outcomes from USPTO patents with 853,638 reactions. The task is: Predict the reaction yield, written as a fraction of the theoretical maximum amount of product (1.0 means a 100% yield; for example, 0.34 means a 34% yield). The reactants are Br[C:2]1[CH:15]=[C:14]([Cl:16])[C:5]([O:6][Si:7]([C:10]([CH3:13])([CH3:12])[CH3:11])([CH3:9])[CH3:8])=[C:4]([Cl:17])[CH:3]=1.[Li]CC[CH2:21][CH3:22].[OH2:23]. The catalyst is C(OCC)C.C1COCC1. The product is [Si:7]([O:6][C:5]1[C:14]([Cl:16])=[CH:15][C:2]([C:21](=[O:23])[CH3:22])=[CH:3][C:4]=1[Cl:17])([C:10]([CH3:13])([CH3:12])[CH3:11])([CH3:9])[CH3:8]. The yield is 0.340.